This data is from Full USPTO retrosynthesis dataset with 1.9M reactions from patents (1976-2016). The task is: Predict the reactants needed to synthesize the given product. (1) Given the product [Br:25][CH2:12][C:9](=[O:11])[CH2:8][C:5]1[CH:4]=[CH:3][C:2]([OH:1])=[CH:7][CH:6]=1, predict the reactants needed to synthesize it. The reactants are: [OH:1][C:2]1[CH:7]=[CH:6][C:5]([CH2:8][C:9]([OH:11])=O)=[CH:4][CH:3]=1.[C:12](Cl)(=O)C(Cl)=O.C[Si](C=[N+]=[N-])(C)C.[BrH:25]. (2) Given the product [CH3:8][O:9][C:10]1[CH:17]=[CH:16][C:13]([CH2:14][N:1]2[CH:5]=[CH:4][CH:3]=[C:2]2[CH:6]=[O:7])=[CH:12][CH:11]=1, predict the reactants needed to synthesize it. The reactants are: [NH:1]1[CH:5]=[CH:4][CH:3]=[C:2]1[CH:6]=[O:7].[CH3:8][O:9][C:10]1[CH:17]=[CH:16][C:13]([CH2:14]Cl)=[CH:12][CH:11]=1.[Cl-].[NH4+]. (3) Given the product [Cl:1][C:2]1[CH:3]=[C:4]([C:5]2[CH2:28][C:22]([CH2:21][OH:20])([C:23]([O:25][CH2:26][CH3:27])=[O:24])[O:7][N:6]=2)[CH:8]=[C:9]([Cl:11])[CH:10]=1, predict the reactants needed to synthesize it. The reactants are: [Cl:1][C:2]1[CH:3]=[C:4]([CH:8]=[C:9]([Cl:11])[CH:10]=1)[CH:5]=[N:6][OH:7].ClN1C(=O)CCC1=O.[OH:20][CH2:21][C:22](=[CH2:28])[C:23]([O:25][CH2:26][CH3:27])=[O:24].C(N(CC)CC)C. (4) Given the product [CH3:24][S:25]([O:27][CH2:21][C@@H:11]1[CH2:10][C@@H:9]([O:8][CH2:1][C:2]2[CH:7]=[CH:6][CH:5]=[CH:4][CH:3]=2)[CH2:13][N:12]1[C:14]1[CH:19]=[CH:18][C:17]([Br:20])=[CH:16][CH:15]=1)(=[O:29])=[O:26], predict the reactants needed to synthesize it. The reactants are: [CH2:1]([O:8][C@H:9]1[CH2:13][N:12]([C:14]2[CH:19]=[CH:18][C:17]([Br:20])=[CH:16][CH:15]=2)[C@H:11]([CH2:21]C#N)[CH2:10]1)[C:2]1[CH:7]=[CH:6][CH:5]=[CH:4][CH:3]=1.[CH3:24][S:25](Cl)(=[O:27])=[O:26].[OH2:29]. (5) Given the product [N:14]1[CH:15]=[C:16]([CH:4]2[CH2:5][CH2:6][CH2:7][N:3]2[CH3:1])[CH:17]=[CH:12][CH:13]=1, predict the reactants needed to synthesize it. The reactants are: [CH:1]([N:3]1[CH2:7][CH2:6][CH2:5][C:4]1=O)=C.[H-].[K+].C(OCC)(=O)[C:12]1[CH:17]=[CH:16][CH:15]=[N:14][CH:13]=1.Cl.[BH4-].[Na+].C(=O)([O-])[O-].[K+].[K+].CI. (6) Given the product [C:25]([O:29][C:30]([C@@:32]1([CH2:47][CH2:1][Br:5])[CH:36]([CH3:37])[C:35](=[O:38])[N:34]([C@@H:39]([C:41]2[CH:42]=[CH:43][CH:44]=[CH:45][CH:46]=2)[CH3:40])[CH2:33]1)=[O:31])([CH3:26])([CH3:27])[CH3:28], predict the reactants needed to synthesize it. The reactants are: [C:1]([Br:5])(Br)(Br)Br.C1(P(C2C=CC=CC=2)C2C=CC=CC=2)C=CC=CC=1.[C:25]([O:29][C:30]([C@@:32]1([CH2:47]CO)[CH:36]([CH3:37])[C:35](=[O:38])[N:34]([C@@H:39]([C:41]2[CH:46]=[CH:45][CH:44]=[CH:43][CH:42]=2)[CH3:40])[CH2:33]1)=[O:31])([CH3:28])([CH3:27])[CH3:26]. (7) The reactants are: [Cl:1][C:2]1[C:3]([C:9]2[CH:14]=[CH:13][CH:12]=[C:11]([N:15]([CH2:23][C:24]3([O:30][CH3:31])[CH2:29][CH2:28][O:27][CH2:26][CH2:25]3)C(=O)OC(C)(C)C)[N:10]=2)=[CH:4][C:5]([F:8])=[N:6][CH:7]=1.FC(F)(F)C(O)=O. Given the product [Cl:1][C:2]1[C:3]([C:9]2[CH:14]=[CH:13][CH:12]=[C:11]([NH:15][CH2:23][C:24]3([O:30][CH3:31])[CH2:29][CH2:28][O:27][CH2:26][CH2:25]3)[N:10]=2)=[CH:4][C:5]([F:8])=[N:6][CH:7]=1, predict the reactants needed to synthesize it.